This data is from Experimentally validated miRNA-target interactions with 360,000+ pairs, plus equal number of negative samples. The task is: Binary Classification. Given a miRNA mature sequence and a target amino acid sequence, predict their likelihood of interaction. (1) The miRNA is hsa-miR-766-3p with sequence ACUCCAGCCCCACAGCCUCAGC. The protein sequence of the target gene is MLCLCLYVPIAGAAQTEFQYFESKGLPAELKSIFKLSVFIPSQEFSTYRQWKQKIVQAGDKDLDGQLDFEEFVHYLQDHEKKLRLVFKSLDKKNDGRIDAQEIMQSLRDLGVKISEQQAEKILKSMDKNGTMTIDWNEWRDYHLLHPVENIPEIILYWKHSTIFDVGENLTVPDEFTVEERQTGMWWRHLVAGGGAGAVSRTCTAPLDRLKVLMQVHASRSNNMCIVGGFTQMIREGGAKSLWRGNGINVLKIAPESAIKFMAYEQMKRLVGSDQETLRIHERLVAGSLAGAIAQSSIYP.... Result: 0 (no interaction). (2) The miRNA is hsa-miR-153-3p with sequence UUGCAUAGUCACAAAAGUGAUC. The protein sequence of the target gene is MQRLLFPPLRALKGRQYLPLLAPRAAPRAQCDCIRRPLRPGQYSTISEVALQSGRGTVSLPSKAAERVVGRWLLVCSGTVAGAVILGGVTRLTESGLSMVDWHLIKEMKPPTSQEEWEAEFQRYQQFPEFKILNHDMTLTEFKFIWYMEYSHRMWGRLVGLVYILPAAYFWRKGWLSRGMKGRVLALCGLVCFQGLLGWYMVKSGLEEKSDSHDIPRVSQYRLAAHLGSALVLYCASLWTSLSLLLPPHKLPETHQLLQLRRFAHGTAGLVFLTALSGAFVAGLDAGLVYNSFPKMGESW.... Result: 1 (interaction). (3) Result: 0 (no interaction). The miRNA is hsa-miR-6830-5p with sequence CCAAGGAAGGAGGCUGGACAUC. The protein sequence of the target gene is MSRRKQTNPNKVHWDQVFAGLEEQARQAMMKTDFPGDLGSQRQAIQQLRDQDSSSSDSEGDEEETTQDEVSSHTSEEDGGVVKVEKELENTEQPVGGNEVVEHEVTGNLNSDPLLELCQCPLCQLDCGSREQLIAHVYQHTAAVVSAKSYMCPVCGRALSSPGSLGRHLLIHSEDQRSNCAVCGARFTSHATFNSEKLPEVLNMESLPTVHNEGPSSAEGKDIAFSPPVYPAGILLVCNNCAAYRKLLEAQTPSVRKWALRRQNEPLEVRLQRLERERTAKKSRRDNETPEEREVRRMRD.... (4) The miRNA is mmu-miR-546 with sequence AUGGUGGCACGGAGUC. The protein sequence of the target gene is MRPRPEGALRAGAALSPVLLFLLLLPLLGHLWAASTPAPSSLSPGAQEDNQLGAGRVKRGWVWNQFFVVEEYTGTEPLYVGKIHSDSDEGDGTIKYTISGEGAGTIFLIDELTGDIHATERLDREQKTFYTLRAQARDRATNRLLEPESEFIIKVQDINDSEPRFLHGPYIGSVAELSPTGTSVMQVMASDADDPTYGSSARLVYSVLDGEHHFTVDPKTGVIRTAVPDLDRESQERYEVVIQATDMAGQLGGLSGSTTVTIVVTDVNDNPPRFPQKMYQFSIQESAPIGTAVGRVKAED.... Result: 0 (no interaction). (5) The miRNA is hsa-miR-3074-3p with sequence GAUAUCAGCUCAGUAGGCACCG. The protein sequence of the target gene is MDYKSSLIQDGNPMENLEKQLICPICLEMFTKPVVILPCQHNLCRKCANDIFQAANPYWTSRGSSVSMSGGRFRCPTCRHEVIMDRHGVYGLQRNLLVENIIDIYKQECSSRPLQKGSHPMCKEHEDEKINIYCLTCEVPTCSMCKVFGIHKACEVAPLQSVFQGQKTELNNCISMLVAGNDRVQTIITQLEDSRRVTKENSHQVKEELSQKFDTLYAILDEKKSELLQRITQEQEKKLSFIEALIQQYQEQLDKSTKLVETAIQSLDEPGGATFLLTAKQLIKSIVEASKGCQLGKTEQ.... Result: 0 (no interaction). (6) The miRNA is hsa-miR-192-5p with sequence CUGACCUAUGAAUUGACAGCC. The protein sequence of the target gene is MRGPPAWPLRLLEPPSPAEPGRLLPVACVWAAASRVPGSLSPFTGLRPARLWGAGPALLWGVGAARRWRSGCRGGGPGASRGVLGLARLLGLWARGPGSCRCGAFAGPGAPRLPRARFPGGPAAAAWAGDEAWRRGPAAPPGDKGRLRPAAAGLPEARKLLGLAYPERRRLAAAVGFLTMSSVISMSAPFFLGKIIDVIYTNPTVDYSDNLTRLCLGLSAVFLCGAAANAIRVYLMQTSGQRIVNRLRTSLFSSILRQEVAFFDKTRTGELINRLSSDTALLGRSVTENLSDGLRAGAQA.... Result: 1 (interaction). (7) The miRNA is mmu-miR-1934-5p with sequence UCUGGUCCCCUGCUUCGUCCUCU. The protein sequence of the target gene is MGDAAADPPGPALPCEFLRPGCGAPLSPGAQLGRGAPTSAFPPPAAEAHPAARRGLRSPQLPSGAMSQNGAPGMQEESLQGSWVELHFSNNGNGGSVPASVSIYNGDMEKILLDAQHESGRSSSKSSHCDSPPRSQTPQDTNRASETDTHSIGEKNSSQSEEDDIERRKEVESILKKNSDWIWDWSSRPENIPPKEFLFKHPKRTATLSMRNTSVMKKGGIFSAEFLKVFLPSLLLSHLLAIGLGIYIGRRLTTSTSTF. Result: 0 (no interaction). (8) The miRNA is hsa-miR-302a-5p with sequence ACUUAAACGUGGAUGUACUUGCU. The protein sequence of the target gene is MQVASATPAATVRKAAAGDELSEFFALTPDLLEVANASGNASLQLQDLWWELGLELPDGAAPGHPPGGGGAESTDTEARVRILISAVYWVVCALGLAGNLLVLYLMKSKQGWRKSSINLFVTNLALTDFQFVLTLPFWAVENALDFKWPFGKAMCKIVSMVTSMNMYASVFFLTAMSVARYHSVASALKSHRTRGRGRGDCCGQSLRESCCFSAKVLCGLIWASAALASLPNAIFSTTIRVLGEELCLMHFPDKLLGWDRQFWLGLYHLQKVLLGFLLPLSIISLCYLLLVRFISDRRVV.... Result: 0 (no interaction). (9) The miRNA is hsa-miR-548g-5p with sequence UGCAAAAGUAAUUGCAGUUUUUG. The protein sequence of the target gene is MDKILEAVVTSSYPVSVKQGLVRRVLEAARQPLEREQCLALLALGARLYVGGAEELPRRVGCQLLHVAGRHHPDVFAEFFSARRVLRLLQGGAGPPGPRALACVQLGLQLLPEGPAADEVFALLRREVLRTVCERPGPAACAQVARLLARHPRCVPDGPHRLLFCQQLVRCLGRFRCPAEGEEGAVEFLEQAQQVSGLLAQLWRAQPAAILPCLKELFAVISCAEEEPPSSALASVVQHLPLELMDGVVRNLSNDDSVTDSQMLTAISRMIDWVSWPLGKNIDKWIIALLKGLAAVKKFS.... Result: 0 (no interaction). (10) The miRNA is mmu-miR-32-5p with sequence UAUUGCACAUUACUAAGUUGCA. The protein sequence of the target gene is MAATTAAVVAEEDTELRDLLVQTLENSGVLNRIKAELRAAVFLALEEQEKVEVKILVEFLIDNCFEIFGENIRTRSRITSDDSLEHTDSSDVSTLQNDSAYDSNDPDVEPTSGAASPNRQLEGPTPTMAGLDTRGHRDTCESSSESSVSMVVRLKNSIVQQDRRFSEPNMSPSRECLVGPTSKQKLTRSEDSFTLSQDASCSEGDEAEDPFTEEVFPAVDSKPKRPVDLKIKNWTQGLASPQGHITKAFSRSSPGESLGSSPVPSPSCPKRNFFTRHQSFTTKTDKTKPQREIRKHSMLF.... Result: 1 (interaction).